The task is: Predict the product of the given reaction.. This data is from Forward reaction prediction with 1.9M reactions from USPTO patents (1976-2016). (1) The product is: [Cl:15][C:16]1[CH:17]=[C:18]([NH:19][C:2]2[C:3]3[N:10]([CH2:11][CH2:12][CH2:13][Cl:14])[CH:9]=[CH:8][C:4]=3[N:5]=[CH:6][N:7]=2)[CH:20]=[CH:21][C:22]=1[O:23][CH2:24][C:25]1[CH:30]=[CH:29][CH:28]=[C:27]([F:31])[CH:26]=1. Given the reactants Cl[C:2]1[C:3]2[N:10]([CH2:11][CH2:12][CH2:13][Cl:14])[CH:9]=[CH:8][C:4]=2[N:5]=[CH:6][N:7]=1.[Cl:15][C:16]1[CH:17]=[C:18]([CH:20]=[CH:21][C:22]=1[O:23][CH2:24][C:25]1[CH:30]=[CH:29][CH:28]=[C:27]([F:31])[CH:26]=1)[NH2:19], predict the reaction product. (2) Given the reactants [OH-].[Na+].[Cl:3][C:4]1[CH:5]=[C:6]([C:14]2[O:18][N:17]=[C:16]([C:19]3[CH:20]=[CH:21][CH:22]=[C:23]4[C:27]=3[N:26]([CH2:28][CH2:29][CH3:30])[CH:25]=[C:24]4[CH2:31][CH2:32][C:33]([O:35]CCC)=[O:34])[N:15]=2)[CH:7]=[CH:8][C:9]=1[O:10][CH:11]([CH3:13])[CH3:12].Cl, predict the reaction product. The product is: [Cl:3][C:4]1[CH:5]=[C:6]([C:14]2[O:18][N:17]=[C:16]([C:19]3[CH:20]=[CH:21][CH:22]=[C:23]4[C:27]=3[N:26]([CH2:28][CH2:29][CH3:30])[CH:25]=[C:24]4[CH2:31][CH2:32][C:33]([OH:35])=[O:34])[N:15]=2)[CH:7]=[CH:8][C:9]=1[O:10][CH:11]([CH3:13])[CH3:12]. (3) The product is: [CH2:1]([O:8][C:9]1[CH:10]=[CH:11][C:12](/[CH:33]=[CH:32]\[CH2:31][CH2:30][CH2:29][C:26]([CH3:34])([CH3:25])[C:27]#[N:28])=[C:13]([F:23])[C:14]=1[N:15]1[CH2:16][C:17](=[O:22])[NH:18][S:19]1(=[O:21])=[O:20])[C:2]1[CH:7]=[CH:6][CH:5]=[CH:4][CH:3]=1. Given the reactants [CH2:1]([O:8][C:9]1[C:14]([N:15]2[S:19](=[O:21])(=[O:20])[NH:18][C:17](=[O:22])[CH2:16]2)=[C:13]([F:23])[C:12](Br)=[CH:11][CH:10]=1)[C:2]1[CH:7]=[CH:6][CH:5]=[CH:4][CH:3]=1.[CH3:25][C:26]([CH3:34])([CH2:29][CH2:30][CH2:31][CH:32]=[CH2:33])[C:27]#[N:28].C(N(CC)CC)C.C(P(C(C)(C)C)C1C=CC=CC=1C1C=CC=CC=1)(C)(C)C, predict the reaction product. (4) Given the reactants NC1C=C(OC)C=C(OC)C=1C(N)=O.OCCC1C=C(C=CC=1OCOC)C=O.S([O-])(O)=O.[Na+].C1(C)C=CC(S(O)(=O)=O)=CC=1.[OH:46][CH2:47][CH2:48][C:49]1[CH:50]=[C:51]([C:59]2[NH:68][C:67](=[O:69])[C:66]3[C:61](=[CH:62][C:63]([O:72][CH3:73])=[CH:64][C:65]=3[O:70][CH3:71])[N:60]=2)[CH:52]=[CH:53][C:54]=1[O:55]COC.S(=O)(=O)(O)O, predict the reaction product. The product is: [OH:55][C:54]1[CH:53]=[CH:52][C:51]([C:59]2[NH:68][C:67](=[O:69])[C:66]3[C:61](=[CH:62][C:63]([O:72][CH3:73])=[CH:64][C:65]=3[O:70][CH3:71])[N:60]=2)=[CH:50][C:49]=1[CH2:48][CH2:47][OH:46]. (5) Given the reactants [Br:1][C:2]1[CH:3]=[C:4]([NH:8][C:9]([NH2:11])=[S:10])[CH:5]=[CH:6][CH:7]=1.BrBr.BrC1C=CC2N=C(N)SC=2C=1, predict the reaction product. The product is: [Br:1][C:2]1[C:3]2[S:10][C:9]([NH2:11])=[N:8][C:4]=2[CH:5]=[CH:6][CH:7]=1. (6) Given the reactants [Si:1]([O:8][CH2:9][CH2:10][C:11]([C:13]1[CH:18]=[CH:17][C:16]([O:19][CH3:20])=[CH:15][C:14]=1[O:21][CH3:22])=O)([C:4]([CH3:7])([CH3:6])[CH3:5])([CH3:3])[CH3:2].[CH3:23][C:24]([S:27]([NH2:29])=[O:28])([CH3:26])[CH3:25].C(OCC)(=O)C, predict the reaction product. The product is: [Si:1]([O:8][CH2:9][CH2:10][C:11](=[N:29][S:27]([C:24]([CH3:26])([CH3:25])[CH3:23])=[O:28])[C:13]1[CH:18]=[CH:17][C:16]([O:19][CH3:20])=[CH:15][C:14]=1[O:21][CH3:22])([C:4]([CH3:7])([CH3:6])[CH3:5])([CH3:3])[CH3:2]. (7) Given the reactants C[O:2][CH:3]=[CH:4][C:5]1[C:6]([CH3:17])=[N:7][N:8]([C:11]2[CH:16]=[CH:15][CH:14]=[CH:13][CH:12]=2)[C:9]=1[CH3:10].O.C1(C)C=CC(S(O)(=O)=O)=CC=1.Cl, predict the reaction product. The product is: [CH3:17][C:6]1[C:5]([CH2:4][CH:3]=[O:2])=[C:9]([CH3:10])[N:8]([C:11]2[CH:16]=[CH:15][CH:14]=[CH:13][CH:12]=2)[N:7]=1. (8) Given the reactants [NH2:1][C:2]1[N:10]=[C:9]2[C:5]([N:6]=[CH:7][N:8]2[C@@H:11]2[O:17][C@H:16]([CH2:18][OH:19])[C@@H:14]([OH:15])[C@@:12]2([CH3:20])[OH:13])=[C:4]([O:21][CH3:22])[N:3]=1.C1C(=O)N([I:30])C(=O)C1, predict the reaction product. The product is: [NH2:1][C:2]1[N:10]=[C:9]2[C:5]([N:6]=[C:7]([I:30])[N:8]2[C@H:11]2[C@:12]([CH3:20])([OH:13])[C@H:14]([OH:15])[C@@H:16]([CH2:18][OH:19])[O:17]2)=[C:4]([O:21][CH3:22])[N:3]=1. (9) Given the reactants [CH3:1][C:2]1[CH:14]=[CH:13][C:12]([CH2:15][N:16]2[C:24]3[C:19](=[CH:20][C:21]([O:25]CC4C=CC=CC=4)=[CH:22][CH:23]=3)[CH:18]=[CH:17]2)=[CH:11][C:3]=1[C:4]([O:6][C:7]([CH3:10])([CH3:9])[CH3:8])=[O:5], predict the reaction product. The product is: [OH:25][C:21]1[CH:20]=[C:19]2[C:24](=[CH:23][CH:22]=1)[N:16]([CH2:15][C:12]1[CH:13]=[CH:14][C:2]([CH3:1])=[C:3]([CH:11]=1)[C:4]([O:6][C:7]([CH3:8])([CH3:9])[CH3:10])=[O:5])[CH:17]=[CH:18]2. (10) Given the reactants N1C=CC=CC=1.[NH2:7][C:8]1[CH:9]=[C:10]([CH:15]=[CH:16][CH:17]=1)[C:11]([O:13][CH3:14])=[O:12].[Cl:18][C:19]1[CH:20]=[CH:21][C:22]2[S:26][C:25]([S:27](Cl)(=[O:29])=[O:28])=[C:24]([CH3:31])[C:23]=2[CH:32]=1, predict the reaction product. The product is: [Cl:18][C:19]1[CH:20]=[CH:21][C:22]2[S:26][C:25]([S:27]([NH:7][C:8]3[CH:9]=[C:10]([CH:15]=[CH:16][CH:17]=3)[C:11]([O:13][CH3:14])=[O:12])(=[O:29])=[O:28])=[C:24]([CH3:31])[C:23]=2[CH:32]=1.